Dataset: Catalyst prediction with 721,799 reactions and 888 catalyst types from USPTO. Task: Predict which catalyst facilitates the given reaction. (1) Reactant: [O:1]1[C:5]2[CH:6]=[CH:7][CH:8]=[CH:9][C:4]=2[NH:3][C:2]1=[O:10].[H-].[Na+].CS(O[CH2:18][CH2:19][C:20]1([CH3:31])[O:24][C:23]2=[N:25][C:26]([N+:28]([O-:30])=[O:29])=[CH:27][N:22]2[CH2:21]1)(=O)=O. Product: [CH3:31][C:20]1([CH2:19][CH2:18][N:3]2[C:4]3[CH:9]=[CH:8][CH:7]=[CH:6][C:5]=3[O:1][C:2]2=[O:10])[O:24][C:23]2=[N:25][C:26]([N+:28]([O-:30])=[O:29])=[CH:27][N:22]2[CH2:21]1. The catalyst class is: 3. (2) Reactant: [Cl:1][C:2]1[CH:11]=[CH:10][C:9]2[C:8]([OH:12])=[CH:7][CH:6]=[CH:5][C:4]=2[N:3]=1.C(=O)([O-])[O-].[K+].[K+].Br[CH2:20][CH2:21][O:22][CH3:23].O. Product: [Cl:1][C:2]1[CH:11]=[CH:10][C:9]2[C:4](=[CH:5][CH:6]=[CH:7][C:8]=2[O:12][CH2:20][CH2:21][O:22][CH3:23])[N:3]=1. The catalyst class is: 21. (3) Reactant: [F:1][C:2]1[CH:7]=[C:6]([N:8]2[CH:12]=[CH:11][CH:10]=[N:9]2)[CH:5]=[CH:4][C:3]=1[N:13]1[CH:18]=[C:17]([O:19][CH3:20])[C:16](=[O:21])[C:15]([C:22](N(OC)C)=[O:23])=[N:14]1.O1CCC[CH2:29]1.C[Mg]Br.[Cl-].[NH4+]. Product: [C:22]([C:15]1[C:16](=[O:21])[C:17]([O:19][CH3:20])=[CH:18][N:13]([C:3]2[CH:4]=[CH:5][C:6]([N:8]3[CH:12]=[CH:11][CH:10]=[N:9]3)=[CH:7][C:2]=2[F:1])[N:14]=1)(=[O:23])[CH3:29]. The catalyst class is: 7. (4) Reactant: [C:1]([O:5][C:6]([NH:8][C@@H:9]([CH2:13][C:14]1[CH:19]=[CH:18][C:17]([O:20][CH2:21][CH3:22])=[CH:16][CH:15]=1)[C:10]([OH:12])=O)=[O:7])([CH3:4])([CH3:3])[CH3:2].F[P-](F)(F)(F)(F)F.N1(OC(N(C)C)=[N+](C)C)C2N=CC=CC=2N=N1.ON1C2C=CC=CC=2N=N1.C(N(C(C)C)C(C)C)C.[CH3:66][O:67][C:68](=[O:94])[C@@H:69]([NH:79][CH2:80][C:81]1[CH:86]=[CH:85][C:84]([O:87][C:88]2[CH:93]=[CH:92][CH:91]=[CH:90][CH:89]=2)=[CH:83][CH:82]=1)[CH2:70][NH:71][C:72]([O:74][C:75]([CH3:78])([CH3:77])[CH3:76])=[O:73]. Product: [CH3:66][O:67][C:68](=[O:94])[C@@H:69]([N:79]([C:10](=[O:12])[C@@H:9]([NH:8][C:6]([O:5][C:1]([CH3:2])([CH3:3])[CH3:4])=[O:7])[CH2:13][C:14]1[CH:19]=[CH:18][C:17]([O:20][CH2:21][CH3:22])=[CH:16][CH:15]=1)[CH2:80][C:81]1[CH:82]=[CH:83][C:84]([O:87][C:88]2[CH:89]=[CH:90][CH:91]=[CH:92][CH:93]=2)=[CH:85][CH:86]=1)[CH2:70][NH:71][C:72]([O:74][C:75]([CH3:78])([CH3:76])[CH3:77])=[O:73]. The catalyst class is: 4. (5) Reactant: [CH3:1][CH:2]1[CH:9]2[CH:5]([CH2:6][N:7]([C:10]([O:12][C:13]([CH3:16])([CH3:15])[CH3:14])=[O:11])[CH2:8]2)[CH2:4][C:3]1=O.[CH2:18]([NH2:25])[C:19]1[CH:24]=[CH:23][CH:22]=[CH:21][CH:20]=1.S([O-])([O-])(=O)=O.[Mg+2].C(O[BH-](OC(=O)C)OC(=O)C)(=O)C.[Na+]. Product: [CH2:18]([NH:25][CH:3]1[CH2:4][CH:5]2[CH2:6][N:7]([C:10]([O:12][C:13]([CH3:16])([CH3:15])[CH3:14])=[O:11])[CH2:8][CH:9]2[CH:2]1[CH3:1])[C:19]1[CH:24]=[CH:23][CH:22]=[CH:21][CH:20]=1. The catalyst class is: 26. (6) Reactant: [Br:1][C:2]1[C:11]2[CH2:10][CH2:9][CH2:8][CH2:7][C:6]=2[CH:5]=[C:4]([C:12]#[N:13])[CH:3]=1. Product: [Br:1][C:2]1[C:11]2[C:6](=[CH:7][CH:8]=[CH:9][CH:10]=2)[CH:5]=[C:4]([C:12]#[N:13])[CH:3]=1. The catalyst class is: 45. (7) Reactant: [CH2:1]([O:3][CH:4]([O:26][CH2:27][CH3:28])[CH2:5][N:6]1[C:10]([NH2:11])=[CH:9][C:8]([C:12]2[CH:13]=[N:14][N:15]([CH2:17][C:18]3[CH:23]=[CH:22][C:21]([O:24][CH3:25])=[CH:20][CH:19]=3)[CH:16]=2)=[N:7]1)[CH3:2].Br[C:30]1[CH:35]=[C:34]([N+:36]([O-:38])=[O:37])[CH:33]=[CH:32][C:31]=1[CH3:39].C(=O)([O-])[O-].[Cs+].[Cs+].CC1(C)C2C(=C(P(C3C=CC=CC=3)C3C=CC=CC=3)C=CC=2)OC2C(P(C3C=CC=CC=3)C3C=CC=CC=3)=CC=CC1=2. Product: [CH2:27]([O:26][CH:4]([O:3][CH2:1][CH3:2])[CH2:5][N:6]1[C:10]([NH:11][C:30]2[CH:35]=[C:34]([N+:36]([O-:38])=[O:37])[CH:33]=[CH:32][C:31]=2[CH3:39])=[CH:9][C:8]([C:12]2[CH:13]=[N:14][N:15]([CH2:17][C:18]3[CH:19]=[CH:20][C:21]([O:24][CH3:25])=[CH:22][CH:23]=3)[CH:16]=2)=[N:7]1)[CH3:28]. The catalyst class is: 160. (8) Reactant: CS(C)=O.[C:5](Cl)(=[O:9])[C:6](Cl)=[O:7].[OH:11][CH:12]1[CH2:28][CH2:27][CH2:26][CH2:25][C:15]2[CH:16]=[C:17]3[C:22](=[CH:23][C:14]=2[CH2:13]1)[O:21][C:20](=[O:24])[CH:19]=[CH:18]3.C(N(CC)CC)C. Product: [O:7]=[C:6]1[CH2:18][C:17]2[C:22](=[CH:23][CH:14]=[CH:15][CH:16]=2)[O:21][C:5]1=[O:9].[O:21]1[C:22]2[C:17](=[CH:16][C:15]3[CH2:25][CH2:26][CH2:27][CH2:28][C:12](=[O:11])[CH2:13][C:14]=3[CH:23]=2)[CH:18]=[CH:19][C:20]1=[O:24]. The catalyst class is: 34. (9) Reactant: [NH4+].[N:2]#[C:3][S-:4].[OH:5][C:6]1[CH:12]=[CH:11][C:9]([NH2:10])=[CH:8][C:7]=1[CH3:13]. Product: [OH:5][C:6]1[CH:12]=[CH:11][C:9]([NH:10][C:3]([NH2:2])=[S:4])=[CH:8][C:7]=1[CH3:13]. The catalyst class is: 126.